This data is from Forward reaction prediction with 1.9M reactions from USPTO patents (1976-2016). The task is: Predict the product of the given reaction. Given the reactants Br[C:2]1[N:6](S(C2C=CC=CC=2)(=O)=O)[CH:5]=[C:4]([C:16]([O:18][CH3:19])=[O:17])[C:3]=1[CH2:20][CH2:21][CH3:22].[C:23]1(B(O)O)[CH:28]=[CH:27][CH:26]=[CH:25][CH:24]=1.C(=O)([O-])[O-].[Na+].[Na+], predict the reaction product. The product is: [C:23]1([C:2]2[NH:6][CH:5]=[C:4]([C:16]([O:18][CH3:19])=[O:17])[C:3]=2[CH2:20][CH2:21][CH3:22])[CH:28]=[CH:27][CH:26]=[CH:25][CH:24]=1.